From a dataset of Reaction yield outcomes from USPTO patents with 853,638 reactions. Predict the reaction yield, written as a fraction of the theoretical maximum amount of product (1.0 means a 100% yield; for example, 0.34 means a 34% yield). The reactants are [C:1]([C:3]1[CH:4]=[C:5]([O:11][CH3:12])[C:6]([O:9][CH3:10])=[N:7][CH:8]=1)#[CH:2].ClCCl.I[C:17]1[CH:22]=[CH:21][CH:20]=[CH:19][C:18]=1[CH3:23]. The catalyst is C(N(CC)CC)C.C(OCC)(=O)C.Cl[Pd](Cl)([P](C1C=CC=CC=1)(C1C=CC=CC=1)C1C=CC=CC=1)[P](C1C=CC=CC=1)(C1C=CC=CC=1)C1C=CC=CC=1.[Cu]I. The product is [CH3:10][O:9][C:6]1[C:5]([O:11][CH3:12])=[CH:4][C:3]([C:1]#[C:2][C:17]2[CH:22]=[CH:21][CH:20]=[CH:19][C:18]=2[CH3:23])=[CH:8][N:7]=1. The yield is 0.560.